This data is from Aqueous solubility values for 9,982 compounds from the AqSolDB database. The task is: Regression/Classification. Given a drug SMILES string, predict its absorption, distribution, metabolism, or excretion properties. Task type varies by dataset: regression for continuous measurements (e.g., permeability, clearance, half-life) or binary classification for categorical outcomes (e.g., BBB penetration, CYP inhibition). For this dataset (solubility_aqsoldb), we predict Y. The molecule is OC(Cc1ccccc1)c1ccccc1. The Y is -2.52 log mol/L.